From a dataset of Forward reaction prediction with 1.9M reactions from USPTO patents (1976-2016). Predict the product of the given reaction. Given the reactants [CH:1]12[NH:12][CH:9]([CH2:10][CH2:11]1)[CH2:8][C:7]1[CH:6]=[CH:5][C:4]([NH:13][C:14]3[N:19]=[C:18]([NH:20][C@@H:21]4[CH2:26][CH2:25][CH2:24][CH2:23][C@H:22]4[NH:27][S:28]([CH3:31])(=[O:30])=[O:29])[C:17]([Cl:32])=[CH:16][N:15]=3)=[CH:3][C:2]2=1.[CH:33]1([CH:36]=O)[CH2:35][CH2:34]1, predict the reaction product. The product is: [CH:33]([N:12]1[CH:9]2[CH2:10][CH2:11][CH:1]1[C:2]1[CH:3]=[C:4]([NH:13][C:14]3[N:19]=[C:18]([NH:20][C@@H:21]4[CH2:26][CH2:25][CH2:24][CH2:23][C@H:22]4[NH:27][S:28]([CH3:31])(=[O:30])=[O:29])[C:17]([Cl:32])=[CH:16][N:15]=3)[CH:5]=[CH:6][C:7]=1[CH2:8]2)([CH2:34][CH3:35])[CH3:36].